This data is from Forward reaction prediction with 1.9M reactions from USPTO patents (1976-2016). The task is: Predict the product of the given reaction. Given the reactants [O:1]1[C:5]2[CH:6]=[CH:7][CH:8]=[CH:9][C:4]=2[CH:3]=[C:2]1[C:10]([NH:12][C@H:13]([C:28]([NH:30][CH2:31][CH2:32][CH2:33][CH2:34][CH2:35][C:36]#[N:37])=[O:29])[CH2:14][CH2:15][CH2:16][NH:17][C:18](=[O:27])[O:19][CH2:20][C:21]1[CH:26]=[CH:25][CH:24]=[CH:23][CH:22]=1)=[O:11].[N-:38]=[N+:39]=[N-:40].[Na+].Cl.C(N(CC)CC)C, predict the reaction product. The product is: [CH2:20]([O:19][C:18](=[O:27])[NH:17][CH2:16][CH2:15][CH2:14][C@H:13]([NH:12][C:10]([C:2]1[O:1][C:5]2[CH:6]=[CH:7][CH:8]=[CH:9][C:4]=2[CH:3]=1)=[O:11])[C:28](=[O:29])[NH:30][CH2:31][CH2:32][CH2:33][CH2:34][CH2:35][C:36]1[N:38]=[N:39][NH:40][N:37]=1)[C:21]1[CH:22]=[CH:23][CH:24]=[CH:25][CH:26]=1.